This data is from Full USPTO retrosynthesis dataset with 1.9M reactions from patents (1976-2016). The task is: Predict the reactants needed to synthesize the given product. (1) The reactants are: C[O:2][C:3](=[O:39])[CH2:4][O:5][C:6]1[CH:15]=[CH:14][C:13]([F:16])=[C:12]2[C:7]=1[C:8]([O:35][CH:36]([F:38])[F:37])=[C:9]([CH2:19][C:20]1[CH:25]=[CH:24][C:23]([S:26]([N:29]3[CH2:34][CH2:33][O:32][CH2:31][CH2:30]3)(=[O:28])=[O:27])=[CH:22][CH:21]=1)[C:10]([CH2:17][CH3:18])=[N:11]2.[OH-].[Li+]. Given the product [F:38][CH:36]([F:37])[O:35][C:8]1[C:7]2[C:12](=[C:13]([F:16])[CH:14]=[CH:15][C:6]=2[O:5][CH2:4][C:3]([OH:39])=[O:2])[N:11]=[C:10]([CH2:17][CH3:18])[C:9]=1[CH2:19][C:20]1[CH:21]=[CH:22][C:23]([S:26]([N:29]2[CH2:30][CH2:31][O:32][CH2:33][CH2:34]2)(=[O:27])=[O:28])=[CH:24][CH:25]=1, predict the reactants needed to synthesize it. (2) Given the product [N:21]([CH2:17][C:18]([N:7]([CH:1]1[CH2:2][CH2:3][CH2:4][CH2:5][CH2:6]1)[C:8](=[O:15])[C:9]1[CH:14]=[CH:13][CH:12]=[CH:11][CH:10]=1)=[O:19])=[N+:22]=[N-:23], predict the reactants needed to synthesize it. The reactants are: [CH:1]1([NH:7][C:8](=[O:15])[C:9]2[CH:14]=[CH:13][CH:12]=[CH:11][CH:10]=2)[CH2:6][CH2:5][CH2:4][CH2:3][CH2:2]1.Cl[CH2:17][C:18](Cl)=[O:19].[N-:21]=[N+:22]=[N-:23].[Na+]. (3) Given the product [Cl:68][C:69]1[CH:74]=[CH:73][CH:72]=[CH:71][C:70]=1[NH:75][CH:76]1[CH2:81][CH2:80][N:79]([C:25](=[O:27])[CH2:24][NH:23][C:21]([C:18]2[CH:17]=[C:16]([C:10]3[CH:11]=[CH:12][CH:13]=[CH:14][C:15]=3[F:28])[NH:20][N:19]=2)=[O:22])[CH2:78][CH2:77]1, predict the reactants needed to synthesize it. The reactants are: CCN(C(C)C)C(C)C.[C:10]1([C:16]2[NH:20][N:19]=[C:18]([C:21]([NH:23][CH2:24][C:25]([OH:27])=O)=[O:22])[CH:17]=2)[CH:15]=[CH:14][CH:13]=[CH:12][CH:11]=1.[F:28]C1C=CC=CC=1CC(C1C=CC=CC=1)=O.C1C=CC2N(O)N=NC=2C=1.CCN=C=NCCCN(C)C.Cl.Cl.Cl.[Cl:68][C:69]1[CH:74]=[CH:73][CH:72]=[CH:71][C:70]=1[NH:75][CH:76]1[CH2:81][CH2:80][NH:79][CH2:78][CH2:77]1. (4) The reactants are: C[O:2][C:3]1[CH2:12][C:11]2[C:10]([N:13]3[CH2:18][CH2:17][N:16]([CH2:19][CH2:20][CH2:21][CH2:22][O:23][C:24]4[N:33]=[C:32]5[C:27]([CH:28]=[CH:29][C:30](=[O:34])[NH:31]5)=[CH:26][CH:25]=4)[CH2:15][CH2:14]3)=[CH:9][CH:8]=[CH:7][C:6]=2[CH2:5][CH:4]=1.Cl. Given the product [O:2]=[C:3]1[CH2:12][C:11]2[C:10]([N:13]3[CH2:14][CH2:15][N:16]([CH2:19][CH2:20][CH2:21][CH2:22][O:23][C:24]4[N:33]=[C:32]5[C:27]([CH:28]=[CH:29][C:30](=[O:34])[NH:31]5)=[CH:26][CH:25]=4)[CH2:17][CH2:18]3)=[CH:9][CH:8]=[CH:7][C:6]=2[CH2:5][CH2:4]1, predict the reactants needed to synthesize it.